From a dataset of Full USPTO retrosynthesis dataset with 1.9M reactions from patents (1976-2016). Predict the reactants needed to synthesize the given product. Given the product [F:1][C:2]([F:28])([C:22]1[CH:27]=[CH:26][CH:25]=[CH:24][CH:23]=1)[C:3]1[N:4]=[C:5]([O:21][CH3:34])[C:6]2[CH2:12][CH2:11][NH:10][CH2:9][CH2:8][C:7]=2[N:20]=1, predict the reactants needed to synthesize it. The reactants are: [F:1][C:2]([F:28])([C:22]1[CH:27]=[CH:26][CH:25]=[CH:24][CH:23]=1)[C:3]1[NH:4][C:5](=[O:21])[C:6]2[CH2:12][CH2:11][N:10](C(OC(C)(C)C)=O)[CH2:9][CH2:8][C:7]=2[N:20]=1.F[B-](F)(F)F.[CH3:34][O+](C)C.